This data is from Forward reaction prediction with 1.9M reactions from USPTO patents (1976-2016). The task is: Predict the product of the given reaction. The product is: [CH2:1]([N:3]1[C:4]2[CH:9]=[CH:8][C:7]([N+:10]([O-:12])=[O:11])=[CH:6][C:5]=2[N:13]=[CH:15]1)[CH3:2]. Given the reactants [CH2:1]([NH:3][C:4]1[C:5]([NH2:13])=[CH:6][C:7]([N+:10]([O-:12])=[O:11])=[CH:8][CH:9]=1)[CH3:2].Cl.[CH2:15](OC(OCC)OCC)C, predict the reaction product.